This data is from Forward reaction prediction with 1.9M reactions from USPTO patents (1976-2016). The task is: Predict the product of the given reaction. (1) Given the reactants [OH:1][C:2]1[CH:10]=[CH:9][CH:8]=[C:7]2[C:3]=1[CH:4]=[CH:5][NH:6]2.N1C=CN=C1.[C:16]([Si:20](Cl)([CH3:22])[CH3:21])([CH3:19])([CH3:18])[CH3:17], predict the reaction product. The product is: [Si:20]([O:1][C:2]1[CH:10]=[CH:9][CH:8]=[C:7]2[C:3]=1[CH:4]=[CH:5][NH:6]2)([C:16]([CH3:19])([CH3:18])[CH3:17])([CH3:22])[CH3:21]. (2) Given the reactants F[B-](F)(F)F.F[B-](F)(F)F.ClC[N+]12CC[N+]([F:21])(CC1)CC2.C1C=CN=CC=1.[FH:28].[C:29]1([C:35]2([C:40]3[CH:49]=[CH:48][C:43]([C:44]([O:46][CH3:47])=[O:45])=[CH:42][CH:41]=3)SCCS2)[CH:34]=[CH:33][CH:32]=[CH:31][CH:30]=1, predict the reaction product. The product is: [F:28][C:35]([F:21])([C:29]1[CH:34]=[CH:33][CH:32]=[CH:31][CH:30]=1)[C:40]1[CH:49]=[CH:48][C:43]([C:44]([O:46][CH3:47])=[O:45])=[CH:42][CH:41]=1.